This data is from Forward reaction prediction with 1.9M reactions from USPTO patents (1976-2016). The task is: Predict the product of the given reaction. (1) Given the reactants [H-].[Na+].[CH:3]1([O:8][C:9]2[CH:10]=[C:11]([C:17]3[CH:22]=[CH:21][N:20]=[C:19]([NH2:23])[N:18]=3)[CH:12]=[CH:13][C:14]=2[O:15][CH3:16])[CH2:7][CH2:6][CH2:5][CH2:4]1.F[C:25]1[CH:30]=[CH:29][CH:28]=[CH:27][C:26]=1[N+:31]([O-:33])=[O:32], predict the reaction product. The product is: [CH:3]1([O:8][C:9]2[CH:10]=[C:11]([C:17]3[CH:22]=[CH:21][N:20]=[C:19]([NH:23][C:25]4[CH:30]=[CH:29][CH:28]=[CH:27][C:26]=4[N+:31]([O-:33])=[O:32])[N:18]=3)[CH:12]=[CH:13][C:14]=2[O:15][CH3:16])[CH2:4][CH2:5][CH2:6][CH2:7]1. (2) Given the reactants [CH3:1][C:2]1[N:3]=[C:4]([C:7]2[CH:8]=[C:9]([OH:13])[CH:10]=[CH:11][CH:12]=2)[O:5][CH:6]=1.[Cl:14][C:15]1[CH:16]=[C:17]([N+:22]([O-:24])=[O:23])[CH:18]=[CH:19][C:20]=1F.C(=O)([O-])[O-].[K+].[K+], predict the reaction product. The product is: [Cl:14][C:15]1[CH:16]=[C:17]([N+:22]([O-:24])=[O:23])[CH:18]=[CH:19][C:20]=1[O:13][C:9]1[CH:8]=[C:7]([C:4]2[O:5][CH:6]=[C:2]([CH3:1])[N:3]=2)[CH:12]=[CH:11][CH:10]=1. (3) Given the reactants C(OC([N:8]1[CH2:12][CH2:11][CH2:10][C@H:9]1[C:13]#[C:14][C:15]1[CH:16]=[N:17][CH:18]=[CH:19][CH:20]=1)=O)(C)(C)C.Cl, predict the reaction product. The product is: [N:17]1[CH:18]=[CH:19][CH:20]=[C:15]([C:14]#[C:13][C@@H:9]2[CH2:10][CH2:11][CH2:12][NH:8]2)[CH:16]=1. (4) The product is: [F:37][C:2]([F:1])([F:36])[C:3]1[CH:4]=[CH:5][C:6]([NH:9][CH2:10][C@@H:11]2[CH2:17][C@@H:16]3[C@@H:14]([CH2:15]3)[CH2:13][N:12]2[C:18]([O:20][C:21]([CH3:22])([CH3:23])[CH3:24])=[O:19])=[N:7][CH:8]=1. Given the reactants [F:1][C:2]([F:37])([F:36])[C:3]1[CH:4]=[CH:5][C:6]([NH:9][CH:10](NC2C=CC(C(F)(F)F)=CN=2)[C@@H:11]2[CH2:17][C@@H:16]3[C@@H:14]([CH2:15]3)[CH2:13][N:12]2[C:18]([O:20][C:21]([CH3:24])([CH3:23])[CH3:22])=[O:19])=[N:7][CH:8]=1.C(O[BH-](OC(=O)C)OC(=O)C)(=O)C.[Na+].C(O)(=O)C.O, predict the reaction product.